Dataset: Full USPTO retrosynthesis dataset with 1.9M reactions from patents (1976-2016). Task: Predict the reactants needed to synthesize the given product. Given the product [Cl:30][C:27]1[CH:28]=[CH:29][C:24]([C:23]([C:20]2[CH:21]=[CH:22][C:17]([O:16][C:13]([CH3:15])([CH3:14])[C:12]([NH:11][CH2:10][CH2:9][NH:8][C:33](=[O:55])[CH2:34][CH2:35]/[CH:36]=[CH:37]\[CH2:38]/[CH:39]=[CH:40]\[CH2:41]/[CH:42]=[CH:43]\[CH2:44]/[CH:45]=[CH:46]\[CH2:47]/[CH:48]=[CH:49]\[CH2:50]/[CH:51]=[CH:52]\[CH2:53][CH3:54])=[O:32])=[CH:18][CH:19]=2)=[O:31])=[CH:25][CH:26]=1, predict the reactants needed to synthesize it. The reactants are: C(O)(C(F)(F)F)=O.[NH2:8][CH2:9][CH2:10][NH:11][C:12](=[O:32])[C:13]([O:16][C:17]1[CH:22]=[CH:21][C:20]([C:23](=[O:31])[C:24]2[CH:29]=[CH:28][C:27]([Cl:30])=[CH:26][CH:25]=2)=[CH:19][CH:18]=1)([CH3:15])[CH3:14].[C:33](O)(=[O:55])[CH2:34][CH2:35]/[CH:36]=[CH:37]\[CH2:38]/[CH:39]=[CH:40]\[CH2:41]/[CH:42]=[CH:43]\[CH2:44]/[CH:45]=[CH:46]\[CH2:47]/[CH:48]=[CH:49]\[CH2:50]/[CH:51]=[CH:52]\[CH2:53][CH3:54].CN(C(ON1N=NC2C=CC=NC1=2)=[N+](C)C)C.F[P-](F)(F)(F)(F)F.CCN(C(C)C)C(C)C.